This data is from Forward reaction prediction with 1.9M reactions from USPTO patents (1976-2016). The task is: Predict the product of the given reaction. (1) Given the reactants [C:1]([C:5]1[CH:10]=[CH:9][C:8]([C:11]2[O:15][C:14]([C:16]3[CH:25]=[CH:24][C:19]([C:20]([O:22]C)=[O:21])=[CH:18][C:17]=3[N+:26]([O-:28])=[O:27])=[N:13][N:12]=2)=[CH:7][CH:6]=1)([CH3:4])([CH3:3])[CH3:2].[OH-].[Na+].Cl, predict the reaction product. The product is: [C:1]([C:5]1[CH:6]=[CH:7][C:8]([C:11]2[O:15][C:14]([C:16]3[CH:25]=[CH:24][C:19]([C:20]([OH:22])=[O:21])=[CH:18][C:17]=3[N+:26]([O-:28])=[O:27])=[N:13][N:12]=2)=[CH:9][CH:10]=1)([CH3:4])([CH3:2])[CH3:3]. (2) The product is: [I-:20].[CH:23]1([CH2:22][CH2:21][P+:7]([C:1]2[CH:2]=[CH:3][CH:4]=[CH:5][CH:6]=2)([C:8]2[CH:13]=[CH:12][CH:11]=[CH:10][CH:9]=2)[C:14]2[CH:15]=[CH:16][CH:17]=[CH:18][CH:19]=2)[CH2:25][CH2:24]1. Given the reactants [C:1]1([P:7]([C:14]2[CH:19]=[CH:18][CH:17]=[CH:16][CH:15]=2)[C:8]2[CH:13]=[CH:12][CH:11]=[CH:10][CH:9]=2)[CH:6]=[CH:5][CH:4]=[CH:3][CH:2]=1.[I:20][CH2:21][CH2:22][CH:23]1[CH2:25][CH2:24]1.C(OCC)C, predict the reaction product. (3) Given the reactants [O:1]([CH2:8][C:9]([OH:11])=O)[C:2]1[CH:7]=[CH:6][CH:5]=[CH:4][CH:3]=1.S(Cl)([Cl:14])=O, predict the reaction product. The product is: [O:1]([CH2:8][C:9]([Cl:14])=[O:11])[C:2]1[CH:7]=[CH:6][CH:5]=[CH:4][CH:3]=1. (4) Given the reactants [CH:1]1([CH2:7][N:8]2[C:17]3[C:12](=[CH:13][C:14]([O:20][CH3:21])=[C:15]([O:18][CH3:19])[CH:16]=3)[C:11](=[O:22])[C:10]([C:23](O)=[O:24])=[CH:9]2)[CH2:6][CH2:5][CH2:4][CH2:3][CH2:2]1.O[NH:27][C:28](=[NH:36])[CH2:29][C:30]1[CH:35]=[CH:34][CH:33]=[CH:32][CH:31]=1, predict the reaction product. The product is: [CH2:29]([C:28]1[N:36]=[C:23]([C:10]2[C:11](=[O:22])[C:12]3[C:17](=[CH:16][C:15]([O:18][CH3:19])=[C:14]([O:20][CH3:21])[CH:13]=3)[N:8]([CH2:7][CH:1]3[CH2:2][CH2:3][CH2:4][CH2:5][CH2:6]3)[CH:9]=2)[O:24][N:27]=1)[C:30]1[CH:35]=[CH:34][CH:33]=[CH:32][CH:31]=1. (5) Given the reactants [Br:1][C:2]1[CH:7]=[CH:6][CH:5]=[C:4]([CH3:8])[N:3]=1.ClC1C=C(C=CC=1)C(OO)=[O:14], predict the reaction product. The product is: [Br:1][C:2]1[CH:7]=[CH:6][CH:5]=[C:4]([CH3:8])[N+:3]=1[O-:14].